Dataset: Catalyst prediction with 721,799 reactions and 888 catalyst types from USPTO. Task: Predict which catalyst facilitates the given reaction. (1) Reactant: [OH:1][C:2]1[CH:7]=[C:6]([CH3:8])[C:5]([NH:9][CH:10]=[O:11])=[C:4]([CH3:12])[C:3]=1[CH3:13].Br[CH2:15]/[CH:16]=[CH:17]/[C:18]1[CH:23]=[CH:22][C:21]([CH:24]([CH3:26])[CH3:25])=[CH:20][CH:19]=1. Product: [CH:24]([C:21]1[CH:20]=[CH:19][C:18](/[CH:17]=[CH:16]/[CH2:15][O:1][C:2]2[CH:7]=[C:6]([CH3:8])[C:5]([NH:9][CH:10]=[O:11])=[C:4]([CH3:12])[C:3]=2[CH3:13])=[CH:23][CH:22]=1)([CH3:26])[CH3:25]. The catalyst class is: 175. (2) Reactant: C(OC([N:8]1[C:16]2[C:11](=[CH:12][CH:13]=[C:14]([S:17]([CH3:20])(=[O:19])=[O:18])[CH:15]=2)[CH:10]=[C:9]1[CH3:21])=O)(C)(C)C.C(O)(C(F)(F)F)=O. Product: [CH3:20][S:17]([C:14]1[CH:15]=[C:16]2[C:11]([CH:10]=[C:9]([CH3:21])[NH:8]2)=[CH:12][CH:13]=1)(=[O:19])=[O:18]. The catalyst class is: 2. (3) Reactant: [Br:1][C:2]1[CH:7]=[CH:6][C:5]([CH:8]([CH:10]2[CH2:14][CH2:13][N:12]([CH3:15])[CH2:11]2)O)=[CH:4][CH:3]=1.CCN(S(F)(F)[F:22])CC. Product: [Br:1][C:2]1[CH:7]=[CH:6][C:5]([CH:8]([F:22])[CH:10]2[CH2:14][CH2:13][N:12]([CH3:15])[CH2:11]2)=[CH:4][CH:3]=1. The catalyst class is: 2. (4) Reactant: [NH:1]1[CH2:4][CH:3]([CH:5]2[CH2:10][CH2:9][N:8]([C:11]([C:13]3[S:14][CH:15]=[CH:16][N:17]=3)=[O:12])[CH2:7][CH2:6]2)[CH2:2]1.CN(C(ON1N=NC2C=CC=NC1=2)=[N+](C)C)C.F[P-](F)(F)(F)(F)F.CCN(CC)CC.[F:49][C:50]1[CH:55]=[CH:54][C:53]([N:56]2[C:60]3[CH:61]=[CH:62][C:63]([C:65](O)=[O:66])=[CH:64][C:59]=3[N:58]=[CH:57]2)=[CH:52][CH:51]=1. Product: [F:49][C:50]1[CH:51]=[CH:52][C:53]([N:56]2[C:60]3[CH:61]=[CH:62][C:63]([C:65]([N:1]4[CH2:2][CH:3]([CH:5]5[CH2:6][CH2:7][N:8]([C:11]([C:13]6[S:14][CH:15]=[CH:16][N:17]=6)=[O:12])[CH2:9][CH2:10]5)[CH2:4]4)=[O:66])=[CH:64][C:59]=3[N:58]=[CH:57]2)=[CH:54][CH:55]=1. The catalyst class is: 34. (5) Reactant: [O:1]=[C:2]1[C:10]2[C:5](=[CH:6][C:7](/[CH:11]=[CH:12]/[C:13]([OH:15])=[O:14])=[CH:8][CH:9]=2)[CH2:4][CH2:3]1.[OH-].[Na+]. Product: [O:1]=[C:2]1[C:10]2[C:5](=[CH:6][C:7]([CH2:11][CH2:12][C:13]([OH:15])=[O:14])=[CH:8][CH:9]=2)[CH2:4][CH2:3]1. The catalyst class is: 19. (6) Reactant: [NH2:1][C:2]1[C:7]([N+:8]([O-])=O)=[CH:6][C:5]([C:11]2[CH:16]=[CH:15][C:14]([F:17])=[CH:13][CH:12]=2)=[CH:4][N:3]=1.O.O.Cl[Sn]Cl. Product: [NH2:1][C:2]1[C:7]([NH2:8])=[CH:6][C:5]([C:11]2[CH:12]=[CH:13][C:14]([F:17])=[CH:15][CH:16]=2)=[CH:4][N:3]=1. The catalyst class is: 8. (7) Reactant: Cl[C:2]([O:4][CH2:5][CH:6]1[C:18]2[CH:17]=[CH:16][CH:15]=[CH:14][C:13]=2[C:12]2[C:7]1=[CH:8][CH:9]=[CH:10][CH:11]=2)=[O:3].[C:19]([O:23][C:24]([N:26]1[CH2:31][CH2:30][NH:29][CH:28]([C:32]([OH:34])=[O:33])[CH2:27]1)=[O:25])([CH3:22])([CH3:21])[CH3:20].C(N(CC)C(C)C)(C)C. Product: [CH:17]1[C:18]2[CH:6]([CH2:5][O:4][C:2]([N:29]3[CH2:30][CH2:31][N:26]([C:24]([O:23][C:19]([CH3:20])([CH3:21])[CH3:22])=[O:25])[CH2:27][CH:28]3[C:32]([OH:34])=[O:33])=[O:3])[C:7]3[C:12](=[CH:11][CH:10]=[CH:9][CH:8]=3)[C:13]=2[CH:14]=[CH:15][CH:16]=1. The catalyst class is: 38.